Task: Predict the reactants needed to synthesize the given product.. Dataset: Full USPTO retrosynthesis dataset with 1.9M reactions from patents (1976-2016) (1) Given the product [Cl:15][C:11]1[CH:10]=[C:9]2[C:14](=[CH:13][CH:12]=1)[C:3](=[O:2])[NH:4][CH2:5][C:6]2([CH3:8])[CH3:7], predict the reactants needed to synthesize it. The reactants are: C[O:2][C:3](=O)[NH:4][CH2:5][C:6]([C:9]1[CH:14]=[CH:13][CH:12]=[C:11]([Cl:15])[CH:10]=1)([CH3:8])[CH3:7].N. (2) Given the product [CH2:1]([O:3][C:4]([C:6]1([C:30]2[CH:29]=[CH:28][C:27]([Br:26])=[CH:32][N:31]=2)[CH2:15][CH2:14][C:9]2([O:10][CH2:11][CH2:12][O:13]2)[CH2:8][CH2:7]1)=[O:5])[CH3:2], predict the reactants needed to synthesize it. The reactants are: [CH2:1]([O:3][C:4]([CH:6]1[CH2:15][CH2:14][C:9]2([O:13][CH2:12][CH2:11][O:10]2)[CH2:8][CH2:7]1)=[O:5])[CH3:2].C[Si]([N-][Si](C)(C)C)(C)C.[Li+].[Br:26][C:27]1[CH:28]=[CH:29][C:30](F)=[N:31][CH:32]=1.O. (3) Given the product [C:1]1([C:7]2[N:8]=[C:9]([CH:31]=[O:32])[NH:10][CH:11]=2)[CH:2]=[CH:3][CH:4]=[CH:5][CH:6]=1, predict the reactants needed to synthesize it. The reactants are: [C:1]1([C:7]2[N:8]=[C:9]([CH:31]=[O:32])[N:10](C(C3C=CC=CC=3)(C3C=CC=CC=3)C3C=CC=CC=3)[CH:11]=2)[CH:6]=[CH:5][CH:4]=[CH:3][CH:2]=1.FC(F)(F)C(O)=O. (4) Given the product [CH3:7][O:8][CH2:9][CH2:10][CH2:11][N:12]1[C:17]2[CH:18]=[C:19]([CH:22]=[CH:43][C@@H:45]3[C@@H:50]([C:51]4[CH:52]=[CH:53][C:54]([C:55]([O:57][CH3:58])=[O:56])=[CH:59][CH:60]=4)[C@H:49]([O:61][Si:62]([CH:63]([CH3:64])[CH3:65])([CH:66]([CH3:67])[CH3:68])[CH:69]([CH3:70])[CH3:71])[CH2:48][N:47]([S:72]([C:75]4[CH:80]=[CH:79][C:78]([CH3:81])=[CH:77][CH:76]=4)(=[O:74])=[O:73])[CH2:46]3)[CH:20]=[CH:21][C:16]=2[O:15][CH2:14][C:13]1=[O:42], predict the reactants needed to synthesize it. The reactants are: C([Li])CCC.[Cl-].[CH3:7][O:8][CH2:9][CH2:10][CH2:11][N:12]1[C:17]2[CH:18]=[C:19]([CH2:22][P+](C3C=CC=CC=3)(C3C=CC=CC=3)C3C=CC=CC=3)[CH:20]=[CH:21][C:16]=2[O:15][CH2:14][C:13]1=[O:42].[CH:43]([C@@H:45]1[C@@H:50]([C:51]2[CH:60]=[CH:59][C:54]([C:55]([O:57][CH3:58])=[O:56])=[CH:53][CH:52]=2)[C@H:49]([O:61][Si:62]([CH:69]([CH3:71])[CH3:70])([CH:66]([CH3:68])[CH3:67])[CH:63]([CH3:65])[CH3:64])[CH2:48][N:47]([S:72]([C:75]2[CH:80]=[CH:79][C:78]([CH3:81])=[CH:77][CH:76]=2)(=[O:74])=[O:73])[CH2:46]1)=O.[Cl-].[NH4+]. (5) Given the product [CH2:11]([O:10][C:2]1[CH:7]=[CH:6][N:5]=[C:4]([S:8][CH3:9])[N:3]=1)[CH3:12], predict the reactants needed to synthesize it. The reactants are: Cl[C:2]1[CH:7]=[CH:6][N:5]=[C:4]([S:8][CH3:9])[N:3]=1.[O-:10][CH2:11][CH3:12].[Na+]. (6) The reactants are: [Cl:1][C:2]1[CH:7]=[CH:6][C:5]([C@H:8]([NH:11][C:12]([CH3:18])([CH3:17])[CH2:13][C:14]([OH:16])=O)[CH2:9][CH3:10])=[C:4]([F:19])[C:3]=1[C:20]([C:22]1[CH:23]=[N:24][CH:25]=[CH:26][CH:27]=1)=[O:21].CC[N:30](C(C)C)C(C)C.[Cl-].[NH4+].CN(C(ON1N=NC2C=CC=NC1=2)=[N+](C)C)C.F[P-](F)(F)(F)(F)F. Given the product [Cl:1][C:2]1[CH:7]=[CH:6][C:5]([C@H:8]([NH:11][C:12]([CH3:17])([CH3:18])[CH2:13][C:14]([NH2:30])=[O:16])[CH2:9][CH3:10])=[C:4]([F:19])[C:3]=1[C:20]([C:22]1[CH:23]=[N:24][CH:25]=[CH:26][CH:27]=1)=[O:21], predict the reactants needed to synthesize it. (7) Given the product [Cl:37][C:35]1[CH:34]=[C:33]([NH:38][CH2:39][C:40]([NH:42][C@@H:43]2[CH2:48][CH2:47][CH2:46][N:45]([C:49]3[CH:68]=[C:69]([NH:73][CH2:74][CH3:75])[N:70]=[CH:71][N:72]=3)[CH2:44]2)=[O:41])[CH:32]=[C:31]([Cl:30])[CH:36]=1, predict the reactants needed to synthesize it. The reactants are: ClC1C=C(N[C@H](C2CC2)C(N[C@@H]2CCCN(C(OC(C)(C)C)=O)C2)=O)C=C(F)C=1.[Cl:30][C:31]1[CH:32]=[C:33]([NH:38][CH2:39][C:40]([NH:42][C@@H:43]2[CH2:48][CH2:47][CH2:46][N:45]([C:49](OC(C)(C)C)=O)[CH2:44]2)=[O:41])[CH:34]=[C:35]([Cl:37])[CH:36]=1.NC1C(C#N)=C(Cl)N=CN=1.ClC1[N:72]=[CH:71][N:70]=[C:69]([NH:73][CH2:74][CH3:75])[CH:68]=1.